Task: Predict the product of the given reaction.. Dataset: Forward reaction prediction with 1.9M reactions from USPTO patents (1976-2016) (1) Given the reactants Cl.[C@@H:2]12[NH:9][C@@H:6]([CH2:7][CH2:8]1)[CH2:5][N:4]([C:10]1[C:15]([F:16])=[CH:14][N:13]=[C:12]([NH:17][C:18]3[CH:28]=[CH:27][C:21]([C:22]([NH:24][CH2:25][CH3:26])=[O:23])=[CH:20][CH:19]=3)[N:11]=1)[CH2:3]2.C(N(CC)CC)C.CN(C(ON1N=NC2C=CC=NC1=2)=[N+](C)C)C.F[P-](F)(F)(F)(F)F.[CH:60]1([C:63](O)=[O:64])[CH2:62][CH2:61]1, predict the reaction product. The product is: [CH:60]1([C:63]([N:9]2[CH:2]3[CH2:8][CH2:7][CH:6]2[CH2:5][N:4]([C:10]2[C:15]([F:16])=[CH:14][N:13]=[C:12]([NH:17][C:18]4[CH:28]=[CH:27][C:21]([C:22]([NH:24][CH2:25][CH3:26])=[O:23])=[CH:20][CH:19]=4)[N:11]=2)[CH2:3]3)=[O:64])[CH2:62][CH2:61]1. (2) Given the reactants [Br:1][C:2]1[CH:7]=[CH:6][CH:5]=[C:4](I)[CH:3]=1.C[Si](C)(C)[C:11]#[C:12][CH3:13].C(N(CC)CC)C.[F-].C([N+](CCCC)(CCCC)CCCC)CCC.O1CCCC1, predict the reaction product. The product is: [Br:1][C:2]1[CH:7]=[CH:6][CH:5]=[C:4]([C:11]#[C:12][CH3:13])[CH:3]=1. (3) Given the reactants [Cl:1][C:2]1[CH:7]=[CH:6][C:5]([C:8]2[C:13]([O:14][CH2:15][C:16]([F:19])([F:18])[F:17])=[CH:12][N:11]=[C:10]([C:20]([OH:22])=O)[CH:9]=2)=[CH:4][CH:3]=1.[CH3:23][CH:24]([C:26]1[N:30]=[C:29]([CH2:31][NH2:32])[O:28][N:27]=1)[CH3:25], predict the reaction product. The product is: [Cl:1][C:2]1[CH:7]=[CH:6][C:5]([C:8]2[C:13]([O:14][CH2:15][C:16]([F:19])([F:18])[F:17])=[CH:12][N:11]=[C:10]([C:20]([NH:32][CH2:31][C:29]3[O:28][N:27]=[C:26]([CH:24]([CH3:25])[CH3:23])[N:30]=3)=[O:22])[CH:9]=2)=[CH:4][CH:3]=1. (4) Given the reactants C(C1N=[CH:13][C:12]2[CH2:11][CH2:10][C:9]3[N:15]=[C:16]([NH:18][C:19]([N:21]4[CH:25]=[CH:24][N:23]=[CH:22]4)=[O:20])[S:17][C:8]=3[C:7]=2N=1)(C)(C)C.Cl.[F:27][C:28]([F:36])([F:35])[C:29]([CH3:34])([CH3:33])[C:30]([NH2:32])=[NH:31], predict the reaction product. The product is: [F:27][C:28]([F:36])([F:35])[C:29]([C:30]1[N:32]=[CH:13][C:12]2[CH2:11][CH2:10][C:9]3[N:15]=[C:16]([NH:18][C:19]([N:21]4[CH:25]=[CH:24][N:23]=[CH:22]4)=[O:20])[S:17][C:8]=3[C:7]=2[N:31]=1)([CH3:34])[CH3:33]. (5) Given the reactants [CH3:1][C:2]1([CH:5]([C:7]2[CH:8]=[N:9][CH:10]=[CH:11][CH:12]=2)[OH:6])[CH2:4][CH2:3]1.[Cl:13][C:14]1[C:23](Cl)=[N:22][C:21]2[C:16](=[CH:17][CH:18]=[CH:19][CH:20]=2)[N:15]=1.[H-].[Na+].[Cl-].[NH4+], predict the reaction product. The product is: [Cl:13][C:14]1[C:23]([O:6][CH:5]([C:2]2([CH3:1])[CH2:4][CH2:3]2)[C:7]2[CH:8]=[N:9][CH:10]=[CH:11][CH:12]=2)=[N:22][C:21]2[C:16](=[CH:17][CH:18]=[CH:19][CH:20]=2)[N:15]=1. (6) Given the reactants [C:1]1([C:7]2[N:8]=[CH:9][C:10]([CH2:19][CH2:20][CH2:21][OH:22])=[N:11][C:12]=2[C:13]2[CH:18]=[CH:17][CH:16]=[CH:15][CH:14]=2)[CH:6]=[CH:5][CH:4]=[CH:3][CH:2]=1.[N:23]1([CH2:28][C:29]2[CH:34]=[CH:33][C:32](O)=[CH:31][CH:30]=2)[CH:27]=[CH:26][N:25]=[CH:24]1.C1(P(C2C=CC=CC=2)C2C=CC=CC=2)C=CC=CC=1.N(C(OCC)=O)=NC(OCC)=O, predict the reaction product. The product is: [N:23]1([CH2:28][C:29]2[CH:30]=[CH:31][C:32]([O:22][CH2:21][CH2:20][CH2:19][C:10]3[N:11]=[C:12]([C:13]4[CH:14]=[CH:15][CH:16]=[CH:17][CH:18]=4)[C:7]([C:1]4[CH:2]=[CH:3][CH:4]=[CH:5][CH:6]=4)=[N:8][CH:9]=3)=[CH:33][CH:34]=2)[CH:27]=[CH:26][N:25]=[CH:24]1. (7) Given the reactants [Cl:1][C:2]1[C:7]([F:8])=[C:6]([F:9])[CH:5]=[CH:4][C:3]=1[CH2:10][NH:11][C:12]([CH:14]1[CH2:18][NH:17][C:16](=[O:19])[N:15]1[CH3:20])=[O:13].Br[C:22]1[N:23]=[CH:24][N:25]([CH3:27])[CH:26]=1.P([O-])([O-])([O-])=O.[K+].[K+].[K+].CN(C)[C@@H]1CCCC[C@H]1N, predict the reaction product. The product is: [Cl:1][C:2]1[C:7]([F:8])=[C:6]([F:9])[CH:5]=[CH:4][C:3]=1[CH2:10][NH:11][C:12]([CH:14]1[CH2:18][N:17]([C:22]2[N:23]=[CH:24][N:25]([CH3:27])[CH:26]=2)[C:16](=[O:19])[N:15]1[CH3:20])=[O:13].